From a dataset of Forward reaction prediction with 1.9M reactions from USPTO patents (1976-2016). Predict the product of the given reaction. (1) Given the reactants [ClH:1].FC1C=C(NC(=O)CC(NC2C=CC(F)=CC=2)=O)C=CC=1OC1C2=C(C)C(OC[CH2:21][N:22]3[CH2:27][CH2:26][O:25][CH2:24][CH2:23]3)=CN2N=CN=1.[F:43][C:44]1[CH:45]=[C:46]([NH:63][C:64]([NH:66][C:67](=[O:76])[CH2:68][C:69]2[CH:74]=[CH:73][C:72]([F:75])=[CH:71][CH:70]=2)=[S:65])[CH:47]=[CH:48][C:49]=1[O:50][C:51]1[C:56]2=[C:57]([CH3:62])[C:58]([O:60][CH3:61])=[CH:59][N:55]2[N:54]=[CH:53][N:52]=1, predict the reaction product. The product is: [ClH:1].[F:43][C:44]1[CH:45]=[C:46]([NH:63][C:64]([NH:66][C:67](=[O:76])[CH2:68][C:69]2[CH:70]=[CH:71][C:72]([F:75])=[CH:73][CH:74]=2)=[S:65])[CH:47]=[CH:48][C:49]=1[O:50][C:51]1[C:56]2=[C:57]([CH3:62])[C:58]([O:60][CH2:61][CH2:21][N:22]3[CH2:27][CH2:26][O:25][CH2:24][CH2:23]3)=[CH:59][N:55]2[N:54]=[CH:53][N:52]=1. (2) Given the reactants [CH:1]1([CH2:4][S:5][C:6]2[C:7]([CH3:19])=[C:8]([CH:12]=[CH:13][C:14]=2[S:15]([CH3:18])(=[O:17])=[O:16])[C:9]([OH:11])=[O:10])[CH2:3][CH2:2]1.OO.[OH2:22].C(O)(=[O:25])C, predict the reaction product. The product is: [CH:1]1([CH2:4][S:5]([C:6]2[C:7]([CH3:19])=[C:8]([CH:12]=[CH:13][C:14]=2[S:15]([CH3:18])(=[O:17])=[O:16])[C:9]([OH:11])=[O:10])(=[O:25])=[O:22])[CH2:3][CH2:2]1. (3) Given the reactants [CH2:1]([N:8]1[C:13]2[CH:14]=[C:15]([C:17]3[CH:22]=[CH:21][CH:20]=[CH:19][CH:18]=3)[S:16][C:12]=2[C:11](=[O:23])[N:10]([CH:24]2[CH2:29][CH2:28][N:27](C(OC(C)(C)C)=O)[CH2:26][CH2:25]2)[C:9]1=[O:37])[C:2]1[CH:7]=[CH:6][CH:5]=[CH:4][CH:3]=1.[ClH:38], predict the reaction product. The product is: [ClH:38].[CH2:1]([N:8]1[C:13]2[CH:14]=[C:15]([C:17]3[CH:22]=[CH:21][CH:20]=[CH:19][CH:18]=3)[S:16][C:12]=2[C:11](=[O:23])[N:10]([CH:24]2[CH2:29][CH2:28][NH:27][CH2:26][CH2:25]2)[C:9]1=[O:37])[C:2]1[CH:3]=[CH:4][CH:5]=[CH:6][CH:7]=1. (4) Given the reactants [F:8][C:7]([F:10])([F:9])[C:6](O[C:6](=[O:11])[C:7]([F:10])([F:9])[F:8])=[O:11].[O:14]([CH2:21][C:22]1[O:23][C:24]2[CH2:25][NH:26][CH2:27][CH2:28][C:29]=2[N:30]=1)[C:15]1[CH:20]=[CH:19][CH:18]=[CH:17][CH:16]=1.C(N(CC)CC)C.C([O-])([O-])=O.[Na+].[Na+], predict the reaction product. The product is: [O:14]([CH2:21][C:22]1[O:23][C:24]2[CH2:25][N:26]([C:6](=[O:11])[C:7]([F:8])([F:9])[F:10])[CH2:27][CH2:28][C:29]=2[N:30]=1)[C:15]1[CH:16]=[CH:17][CH:18]=[CH:19][CH:20]=1.